This data is from Catalyst prediction with 721,799 reactions and 888 catalyst types from USPTO. The task is: Predict which catalyst facilitates the given reaction. (1) Reactant: [OH:1][C:2]1[C:11]2[C:6](=[N:7][CH:8]=[CH:9][CH:10]=2)[N:5]([CH2:12][CH2:13][CH:14]([CH3:16])[CH3:15])[C:4](=[O:17])[C:3]=1[C:18]1[NH:23][C:22]2[CH:24]=[CH:25][C:26]([NH:28][S:29]([N:32]3[CH2:36][CH2:35][O:34][C:33]3=O)(=[O:31])=[O:30])=[CH:27][C:21]=2[S:20](=[O:39])(=[O:38])[N:19]=1.Cl.O[CH:42]1CCCN[CH2:43]1.C(N(CC)CC)C. Product: [OH:34][CH:35]1[CH2:43][CH2:42][CH2:33][N:32]([S:29]([NH:28][C:26]2[CH:25]=[CH:24][C:22]3[NH:23][C:18]([C:3]4[C:4](=[O:17])[N:5]([CH2:12][CH2:13][CH:14]([CH3:16])[CH3:15])[C:6]5[C:11]([C:2]=4[OH:1])=[CH:10][CH:9]=[CH:8][N:7]=5)=[N:19][S:20](=[O:38])(=[O:39])[C:21]=3[CH:27]=2)(=[O:31])=[O:30])[CH2:36]1. The catalyst class is: 10. (2) Reactant: CS(O[CH:6]([CH2:17][CH2:18][CH2:19]/[CH:20]=[CH:21]\[CH2:22][CH2:23][CH2:24][CH2:25][CH3:26])[CH2:7][CH2:8][CH2:9]/[CH:10]=[CH:11]\[CH2:12][CH2:13][CH2:14][CH2:15][CH3:16])(=O)=O.[C-:27]#[N:28].[Na+].O. Product: [CH2:7]([CH:6]([CH2:17][CH2:18][CH2:19]/[CH:20]=[CH:21]\[CH2:22][CH2:23][CH2:24][CH2:25][CH3:26])[C:27]#[N:28])[CH2:8][CH2:9]/[CH:10]=[CH:11]\[CH2:12][CH2:13][CH2:14][CH2:15][CH3:16]. The catalyst class is: 3. (3) Reactant: [F:1][C:2]1[CH:22]=[CH:21][CH:20]=[CH:19][C:3]=1[C:4]([C:6]1[C:13]([N+:14]([O-:16])=[O:15])=[C:12]([OH:17])[C:11]([OH:18])=[CH:10][C:7]=1[C:8]#[N:9])=[O:5].[C:23](Cl)(=[O:27])[O:24][CH2:25][CH3:26].CN(C)C=O.O. Product: [CH2:25]([O:24][C:23]([O:18][C:11]1[C:12]([OH:17])=[C:13]([N+:14]([O-:16])=[O:15])[C:6]([C:4](=[O:5])[C:3]2[CH:19]=[CH:20][CH:21]=[CH:22][C:2]=2[F:1])=[C:7]([CH:10]=1)[C:8]#[N:9])=[O:27])[CH3:26]. The catalyst class is: 13.